This data is from Full USPTO retrosynthesis dataset with 1.9M reactions from patents (1976-2016). The task is: Predict the reactants needed to synthesize the given product. Given the product [CH3:6][O:5][C:3](=[O:4])[C@@H:2]([NH:1][C:26]([O:25][C:22]([CH3:24])([CH3:23])[C:21]([F:36])([F:35])[F:20])=[O:27])[C:7]([CH3:10])([CH3:9])[CH3:8], predict the reactants needed to synthesize it. The reactants are: [NH2:1][C@@H:2]([C:7]([CH3:10])([CH3:9])[CH3:8])[C:3]([O:5][CH3:6])=[O:4].C(N(CC)C(C)C)(C)C.[F:20][C:21]([F:36])([F:35])[C:22]([O:25][C:26](=O)[O:27]C1C=CC=CN=1)([CH3:24])[CH3:23].